Dataset: Full USPTO retrosynthesis dataset with 1.9M reactions from patents (1976-2016). Task: Predict the reactants needed to synthesize the given product. (1) Given the product [CH2:42]([O:43][NH:11][C:9]([C@H:7]1[CH2:8][C:3]2([CH2:2][CH2:1]2)[CH2:4][N:5]([C:12]([O:13][CH:14]2[CH2:15][CH2:16][O:17][CH2:18][CH2:19]2)=[O:30])[C@@H:6]1[C:9]([N:11]1[CH2:31][CH2:32][N:33]([C:34]2[CH:35]=[CH:8][CH:7]=[CH:6][CH:36]=2)[CH2:37][CH2:39]1)=[O:10])=[O:10])[C:41]1[CH:40]=[CH:44][CH:3]=[CH:1][CH:2]=1, predict the reactants needed to synthesize it. The reactants are: [CH2:1]1[C:3]2([CH2:8][CH:7]([C:9]([NH2:11])=[O:10])[CH2:6][NH:5][CH2:4]2)[CH2:2]1.[C:12](=[O:30])([O-])[O:13][CH:14]1[CH2:19][CH2:18][O:17][CH:16](C2C=CC([N+]([O-])=O)=CC=2)[CH2:15]1.[CH3:31][CH2:32][N:33]([CH:37]([CH3:39])C)[CH:34]([CH3:36])[CH3:35].[CH2:40]1[CH2:44][O:43][CH2:42][CH2:41]1. (2) Given the product [CH3:1][O:2][C:3]1[CH:4]=[C:5]2[C:10](=[CH:11][C:12]=1[O:13][CH3:14])[N:9]=[CH:8][N:7]=[C:6]2[O:15][C:16]1[CH:22]=[CH:21][C:19]([NH:20][C:41](=[O:47])[O:42][CH2:43][C:56]2[CH:53]=[CH:52][C:51]([O:50][CH3:49])=[C:58]([O:59][CH3:60])[CH:57]=2)=[CH:18][CH:17]=1, predict the reactants needed to synthesize it. The reactants are: [CH3:1][O:2][C:3]1[CH:4]=[C:5]2[C:10](=[CH:11][C:12]=1[O:13][CH3:14])[N:9]=[CH:8][N:7]=[C:6]2[O:15][C:16]1[CH:22]=[CH:21][C:19]([NH2:20])=[CH:18][CH:17]=1.C1(C)C=CC=CC=1.C(N(CC)CC)C.ClC(Cl)(O[C:41](=[O:47])[O:42][C:43](Cl)(Cl)Cl)Cl.[CH3:49][O:50][C:51]1[CH:52]=[C:53]([CH:56]=[CH:57][C:58]=1[O:59][CH3:60])CO. (3) Given the product [C:1]([O:5][C:6]([N:8]1[C:16]2[C:11](=[CH:12][CH:13]=[CH:14][CH:15]=2)[CH:10]=[C:9]1[C:17]1[C:18](=[O:32])[N:19]([CH2:24][O:25][CH2:26][CH2:27][Si:28]([CH3:29])([CH3:30])[CH3:31])[CH:20]=[C:21]([NH:23][C:45]([C:43]2[CH:42]=[N:41][N:40]([CH2:33][C:34]3[CH:39]=[CH:38][CH:37]=[CH:36][CH:35]=3)[CH:44]=2)=[O:46])[CH:22]=1)=[O:7])([CH3:4])([CH3:3])[CH3:2], predict the reactants needed to synthesize it. The reactants are: [C:1]([O:5][C:6]([N:8]1[C:16]2[C:11](=[CH:12][CH:13]=[CH:14][CH:15]=2)[CH:10]=[C:9]1[C:17]1[C:18](=[O:32])[N:19]([CH2:24][O:25][CH2:26][CH2:27][Si:28]([CH3:31])([CH3:30])[CH3:29])[CH:20]=[C:21]([NH2:23])[CH:22]=1)=[O:7])([CH3:4])([CH3:3])[CH3:2].[CH2:33]([N:40]1[CH:44]=[C:43]([C:45](O)=[O:46])[CH:42]=[N:41]1)[C:34]1[CH:39]=[CH:38][CH:37]=[CH:36][CH:35]=1.C(N(CC)CC)C.CN(C(ON1N=NC2C1=CC=CC=2)=[N+](C)C)C.F[P-](F)(F)(F)(F)F. (4) The reactants are: CS(C)=O.C(Cl)(C(Cl)=O)=O.[OH:11][CH2:12][CH:13]([CH2:19][N:20]1[CH2:24][CH:23]([CH2:25][CH2:26][CH3:27])[CH2:22][C:21]1=[O:28])[C:14]([O:16][CH2:17][CH3:18])=[O:15]. Given the product [CH:12]([CH:13]([CH2:19][N:20]1[CH2:24][CH:23]([CH2:25][CH2:26][CH3:27])[CH2:22][C:21]1=[O:28])[C:14]([O:16][CH2:17][CH3:18])=[O:15])=[O:11], predict the reactants needed to synthesize it. (5) Given the product [CH2:1]([O:3][C:4](=[O:16])[CH2:5][N:6]1[C:14]2[CH2:13][CH2:12][CH2:11][CH:10]([NH:15][C:18]([O:20][CH2:21][C:22]3[CH:27]=[CH:26][CH:25]=[CH:24][CH:23]=3)=[O:19])[C:9]=2[CH:8]=[N:7]1)[CH3:2], predict the reactants needed to synthesize it. The reactants are: [CH2:1]([O:3][C:4](=[O:16])[CH2:5][N:6]1[C:14]2[CH2:13][CH2:12][CH2:11][CH:10]([NH2:15])[C:9]=2[CH:8]=[N:7]1)[CH3:2].Cl[C:18]([O:20][CH2:21][C:22]1[CH:27]=[CH:26][CH:25]=[CH:24][CH:23]=1)=[O:19]. (6) The reactants are: [Br:1][C:2]1[CH:7]=[CH:6][N:5]=[C:4]([NH2:8])[CH:3]=1.C([O-])(O)=O.[Na+].[CH3:14][CH2:15]O. Given the product [Br:1][C:2]1[CH:7]=[CH:6][N:5]2[CH:14]=[CH:15][N:8]=[C:4]2[CH:3]=1, predict the reactants needed to synthesize it. (7) Given the product [CH2:3]1[N:2]([N+:13]([O-:15])=[O:14])[CH2:1][N:6]([N+:7]([O-:9])=[O:8])[CH2:5][N:4]1[N+:10]([O-:12])=[O:11].[CH2:28]([O:29][N+:30]([O-:32])=[O:31])[C:17]([CH2:18][O:19][N+:20]([O-:22])=[O:21])([CH2:16][O:33][N+:34]([O-:36])=[O:35])[CH2:23][O:24][N+:25]([O-:27])=[O:26], predict the reactants needed to synthesize it. The reactants are: [CH2:1]1[N:6]([N+:7]([O-:9])=[O:8])[CH2:5][N:4]([N+:10]([O-:12])=[O:11])[CH2:3][N:2]1[N+:13]([O-:15])=[O:14].[CH2:16]([O:33][N+:34]([O-:36])=[O:35])[C:17]([CH2:28][O:29][N+:30]([O-:32])=[O:31])([CH2:23][O:24][N+:25]([O-:27])=[O:26])[CH2:18][O:19][N+:20]([O-:22])=[O:21]. (8) The reactants are: [CH3:1][CH:2]([CH3:5])[CH2:3][SH:4].Cl[C:7]1[C:16]2[C:11](=[CH:12][CH:13]=[C:14]([I:17])[CH:15]=2)[N:10]=[CH:9][C:8]=1[C:18]#[N:19].[H-].[K+]. Given the product [I:17][C:14]1[CH:15]=[C:16]2[C:11](=[CH:12][CH:13]=1)[N:10]=[CH:9][C:8]([C:18]#[N:19])=[C:7]2[S:4][CH2:3][CH:2]([CH3:5])[CH3:1], predict the reactants needed to synthesize it.